Dataset: Reaction yield outcomes from USPTO patents with 853,638 reactions. Task: Predict the reaction yield, written as a fraction of the theoretical maximum amount of product (1.0 means a 100% yield; for example, 0.34 means a 34% yield). (1) The reactants are C(N[C@H](C(O)=O)CC(C)C)(=O)C.[CH2:13]([O:15][C:16]1[CH:17]=[C:18]([C@H:24]([NH2:30])[CH2:25][S:26]([CH3:29])(=[O:28])=[O:27])[CH:19]=[CH:20][C:21]=1[O:22][CH3:23])[CH3:14].[C:31]([NH:34][C:35]1[CH:45]=[CH:44][CH:43]=[C:37]2[C:38]([O:40][C:41](=O)[C:36]=12)=[O:39])(=[O:33])[CH3:32].C(O)(=O)C.C=CCl. The catalyst is CCO. The product is [CH2:13]([O:15][C:16]1[CH:17]=[C:18]([CH:24]([N:30]2[C:41](=[O:40])[C:36]3[C:37](=[CH:43][CH:44]=[CH:45][C:35]=3[NH:34][C:31](=[O:33])[CH3:32])[C:38]2=[O:39])[CH2:25][S:26]([CH3:29])(=[O:28])=[O:27])[CH:19]=[CH:20][C:21]=1[O:22][CH3:23])[CH3:14]. The yield is 0.750. (2) The product is [Cl:1][C:2]1[C:7]([CH:16]([OH:18])[CH3:17])=[CH:6][CH:5]=[CH:4][N:3]=1. The yield is 0.380. The reactants are [Cl:1][C:2]1[CH:7]=[CH:6][CH:5]=[CH:4][N:3]=1.[Li+].CC([N-]C(C)C)C.[CH:16](=[O:18])[CH3:17].O. The catalyst is C1COCC1. (3) The reactants are [Br:1][C:2]1[CH:7]=[CH:6][C:5]([O:8]C)=[CH:4][CH:3]=1.[Cl-].[Al+3].[Cl-].[Cl-].[C:14]1([C:20](Cl)=[O:21])[CH2:19][CH2:18][CH2:17][CH2:16][CH:15]=1. The catalyst is ClC(Cl)C. The product is [Br:1][C:2]1[CH:3]=[CH:4][C:5]([OH:8])=[C:6]([C:20]([C:14]2[CH2:19][CH2:18][CH2:17][CH2:16][CH:15]=2)=[O:21])[CH:7]=1. The yield is 0.210. (4) The reactants are [OH:1][C:2]1[CH:7]=[CH:6][C:5]([S:8][CH2:9][CH2:10][CH2:11][C:12]([OH:14])=O)=[CH:4][CH:3]=1.[CH3:15][NH:16][CH2:17][C:18]1[O:22][CH:21]=[CH:20][CH:19]=1. No catalyst specified. The product is [O:22]1[CH:21]=[CH:20][CH:19]=[C:18]1[CH2:17][N:16]([CH3:15])[C:12](=[O:14])[CH2:11][CH2:10][CH2:9][S:8][C:5]1[CH:4]=[CH:3][C:2]([OH:1])=[CH:7][CH:6]=1. The yield is 0.670. (5) The reactants are [Br:1][C:2]1[CH:7]=[CH:6][C:5]([C@@H:8]([N:10]2[CH2:15][CH2:14][C@:13]([CH2:22][C:23](O)=[O:24])([C:16]3[CH:21]=[CH:20][CH:19]=[CH:18][CH:17]=3)[O:12][C:11]2=[O:26])[CH3:9])=[CH:4][CH:3]=1.[NH2:27][CH2:28][C:29](=[O:31])[CH3:30].C1C=CC2N(O)N=NC=2C=1.CCN=C=NCCCN(C)C.Cl.CCN(C(C)C)C(C)C. The catalyst is C(Cl)Cl. The product is [Br:1][C:2]1[CH:3]=[CH:4][C:5]([C@@H:8]([N:10]2[CH2:15][CH2:14][C@:13]([CH2:22][C:23]([NH:27][CH2:28][C:29](=[O:31])[CH3:30])=[O:24])([C:16]3[CH:21]=[CH:20][CH:19]=[CH:18][CH:17]=3)[O:12][C:11]2=[O:26])[CH3:9])=[CH:6][CH:7]=1. The yield is 0.500. (6) The reactants are [Cl:1][C:2]1[CH:3]=[CH:4][C:5]([CH2:8]O)=[N:6][CH:7]=1.S(Cl)([Cl:12])=O.C(=O)([O-])O.[Na+]. The catalyst is ClCCl. The product is [Cl:1][C:2]1[CH:3]=[CH:4][C:5]([CH2:8][Cl:12])=[N:6][CH:7]=1. The yield is 0.780. (7) The reactants are [Cl:1][C:2]1[C:10]2[C:5](=[CH:6][CH:7]=[CH:8][CH:9]=2)[NH:4][N:3]=1.Br[C:12]1[CH:17]=[CH:16][C:15]([CH3:18])=[CH:14][CH:13]=1.[O-]P([O-])([O-])=O.[K+].[K+].[K+].CN[C@@H]1CCCC[C@H]1NC. The catalyst is [Cu]I.CCCCCC.C(OCC)(=O)C.C1(C)C=CC=CC=1. The product is [CH3:18][C:15]1[CH:16]=[CH:17][C:12]([N:4]2[C:5]3[C:10](=[CH:9][CH:8]=[CH:7][CH:6]=3)[C:2]([Cl:1])=[N:3]2)=[CH:13][CH:14]=1. The yield is 0.870.